From a dataset of Forward reaction prediction with 1.9M reactions from USPTO patents (1976-2016). Predict the product of the given reaction. Given the reactants C([Li])(CC)C.[CH2:6]=[CH:7][C:8]1[CH:13]=[CH:12][CH:11]=[CH:10][CH:9]=1.O1CCCC1.[CH2:19]=[CH:20][C:21](=[CH2:23])[CH3:22], predict the reaction product. The product is: [CH2:6]=[CH:7][C:8]1[CH:13]=[CH:12][CH:11]=[CH:10][CH:9]=1.[CH2:19]=[CH:20][C:21](=[CH2:22])[CH3:23].[CH2:6]=[CH:7][C:8]1[CH:13]=[CH:12][CH:11]=[CH:10][CH:9]=1.